From a dataset of Peptide-MHC class I binding affinity with 185,985 pairs from IEDB/IMGT. Regression. Given a peptide amino acid sequence and an MHC pseudo amino acid sequence, predict their binding affinity value. This is MHC class I binding data. (1) The peptide sequence is FTRMVVAAL. The MHC is HLA-B40:01 with pseudo-sequence HLA-B40:01. The binding affinity (normalized) is 0.0847. (2) The MHC is HLA-A29:02 with pseudo-sequence HLA-A29:02. The peptide sequence is LPSCPTNFCIF. The binding affinity (normalized) is 0.0847. (3) The binding affinity (normalized) is 0.547. The peptide sequence is KASTISWMMK. The MHC is HLA-A68:01 with pseudo-sequence HLA-A68:01. (4) The peptide sequence is ECYGYYWL. The MHC is HLA-A02:06 with pseudo-sequence HLA-A02:06. The binding affinity (normalized) is 0.140.